This data is from Reaction yield outcomes from USPTO patents with 853,638 reactions. The task is: Predict the reaction yield, written as a fraction of the theoretical maximum amount of product (1.0 means a 100% yield; for example, 0.34 means a 34% yield). (1) The reactants are [CH2:1]([O:8][C:9]1[CH:16]=[CH:15][C:12]([CH:13]=O)=[C:11]([OH:17])[CH:10]=1)[C:2]1[CH:7]=[CH:6][CH:5]=[CH:4][CH:3]=1.Br[CH2:19][C:20]([O:22][CH3:23])=[O:21].C(=O)([O-])[O-].[K+].[K+]. The catalyst is CN(C=O)C. The product is [CH2:1]([O:8][C:9]1[CH:16]=[CH:15][C:12]2[CH:13]=[C:19]([C:20]([O:22][CH3:23])=[O:21])[O:17][C:11]=2[CH:10]=1)[C:2]1[CH:7]=[CH:6][CH:5]=[CH:4][CH:3]=1. The yield is 0.370. (2) The reactants are [C:1]1([C:7]([CH:9]([CH2:13][CH2:14][C:15](=[O:17])[CH3:16])[C:10]([O-:12])=[O:11])=O)[CH:6]=[CH:5][CH:4]=[CH:3][CH:2]=1.[C:18](O)(=O)[CH3:19].CCOC(C)=O. The catalyst is C1(C)C=CC=CC=1.N1CCCCC1. The product is [O:17]=[C:15]1[CH2:14][CH2:13][CH:9]([C:10]([O:12][CH2:18][CH3:19])=[O:11])[C:7]([C:1]2[CH:6]=[CH:5][CH:4]=[CH:3][CH:2]=2)=[CH:16]1. The yield is 0.947. (3) The reactants are Br[C:2]1[CH:3]=[C:4]([CH:8]=O)[CH:5]=[N:6][CH:7]=1.Br[C:11]1[CH:12]=[C:13](CO)[CH:14]=[N:15][CH:16]=1. The catalyst is C(Cl)(Cl)Cl.O=[Mn]=O. The product is [N:15]1([CH2:4][CH2:3][C:2]#[C:7][C:2]2[CH:7]=[N:6][CH:5]=[C:4]([CH2:8][N:15]3[CH2:16][CH2:11][CH2:12][CH2:13][CH2:14]3)[CH:3]=2)[CH2:16][CH2:11][CH2:12][CH2:13][CH2:14]1. The yield is 0.510. (4) The reactants are [NH2:1][C:2]1[N:7]=[C:6]([C:8]2[C:16]3[O:15][CH2:14][CH:13]([C:17]4[CH:22]=[CH:21][C:20]([CH:23]([CH3:25])[CH3:24])=[CH:19][CH:18]=4)[C:12]=3[C:11]([CH3:26])=[C:10]([NH:27][C:28](=[O:34])[CH2:29][C:30]([CH3:33])([CH3:32])[CH3:31])[C:9]=2[CH3:35])[CH:5]=[CH:4][CH:3]=1.C(N(CC)CC)C.[C:43](Cl)(=[O:45])[CH3:44]. The catalyst is C1COCC1.C(=O)(O)[O-].[Na+]. The product is [C:43]([NH:1][C:2]1[N:7]=[C:6]([C:8]2[C:16]3[O:15][CH2:14][CH:13]([C:17]4[CH:22]=[CH:21][C:20]([CH:23]([CH3:24])[CH3:25])=[CH:19][CH:18]=4)[C:12]=3[C:11]([CH3:26])=[C:10]([NH:27][C:28](=[O:34])[CH2:29][C:30]([CH3:33])([CH3:32])[CH3:31])[C:9]=2[CH3:35])[CH:5]=[CH:4][CH:3]=1)(=[O:45])[CH3:44]. The yield is 0.500. (5) The reactants are [CH2:1]([N:3]([CH2:19][CH3:20])[CH2:4][CH2:5][N:6]1[C:18]2[CH:17]=[CH:16][CH:15]=[CH:14][C:13]=2[C:12]2[C:7]1=[CH:8][CH:9]=[CH:10][CH:11]=2)[CH3:2].[Al+3].[Cl-:22].[Cl-].[Cl-].[Cl:25][CH2:26][CH2:27][C:28](Cl)=[O:29].Cl. The catalyst is ClCCl. The product is [ClH:25].[Cl:25][CH2:26][CH2:27][C:28]([C:15]1[CH:16]=[CH:17][C:18]2[N:6]([CH2:5][CH2:4][N:3]([CH2:1][CH3:2])[CH2:19][CH3:20])[C:7]3[C:12]([C:13]=2[CH:14]=1)=[CH:11][C:10]([C:28](=[O:29])[CH2:27][CH2:26][Cl:22])=[CH:9][CH:8]=3)=[O:29]. The yield is 0.740. (6) The reactants are [NH2:1][C@H:2]1[CH2:7][CH2:6][C@H:5]([NH:8][C:9]2[C:18]3[C:13](=[CH:14][CH:15]=[C:16]([C:19]4[CH:24]=[C:23]([Cl:25])[C:22]([OH:26])=[C:21]([Cl:27])[CH:20]=4)[CH:17]=3)[N:12]=[CH:11][C:10]=2[C:28]([CH:30]2[CH2:32][CH2:31]2)=[O:29])[CH2:4][CH2:3]1.[ClH:33]. The catalyst is CO. The product is [ClH:25].[ClH:33].[NH2:1][C@H:2]1[CH2:7][CH2:6][C@H:5]([NH:8][C:9]2[C:18]3[C:13](=[CH:14][CH:15]=[C:16]([C:19]4[CH:20]=[C:21]([Cl:27])[C:22]([OH:26])=[C:23]([Cl:25])[CH:24]=4)[CH:17]=3)[N:12]=[CH:11][C:10]=2[C:28]([CH:30]2[CH2:31][CH2:32]2)=[O:29])[CH2:4][CH2:3]1. The yield is 0.770. (7) The reactants are [NH2:1][C:2]1[N:10]=[CH:9][C:8]([Br:11])=[CH:7][C:3]=1[C:4](O)=[O:5].[CH3:12][NH:13][O:14][CH3:15].C1CN([P+](ON2N=NC3C=CC=CC2=3)(N2CCCC2)N2CCCC2)CC1.F[P-](F)(F)(F)(F)F. The catalyst is CN1CCOCC1.ClCCl. The product is [NH2:1][C:2]1[N:10]=[CH:9][C:8]([Br:11])=[CH:7][C:3]=1[C:4]([N:13]([O:14][CH3:15])[CH3:12])=[O:5]. The yield is 0.630.